Dataset: Peptide-MHC class II binding affinity with 134,281 pairs from IEDB. Task: Regression. Given a peptide amino acid sequence and an MHC pseudo amino acid sequence, predict their binding affinity value. This is MHC class II binding data. The peptide sequence is ISTNIRQAGVQYSRA. The MHC is DRB1_0101 with pseudo-sequence DRB1_0101. The binding affinity (normalized) is 0.668.